This data is from Full USPTO retrosynthesis dataset with 1.9M reactions from patents (1976-2016). The task is: Predict the reactants needed to synthesize the given product. (1) Given the product [CH3:12][O:13][C:14]1[CH:15]=[CH:16][C:17]([C:20]2[S:24][C:23]([CH2:25][NH:11][C:8]34[CH2:10][CH:4]5[CH2:5][CH:6]([CH2:1][CH:2]([CH2:3]5)[CH2:9]3)[CH2:7]4)=[CH:22][CH:21]=2)=[CH:18][CH:19]=1, predict the reactants needed to synthesize it. The reactants are: [CH2:1]1[CH:6]2[CH2:7][C:8]3([NH2:11])[CH2:10][CH:4]([CH2:5]2)[CH2:3][CH:2]1[CH2:9]3.[CH3:12][O:13][C:14]1[CH:19]=[CH:18][C:17]([C:20]2[S:24][C:23]([CH:25]=O)=[CH:22][CH:21]=2)=[CH:16][CH:15]=1. (2) Given the product [F:1][C:2]1[CH:3]=[C:4]([N:27]2[CH2:31][C@H:30]([CH2:32][NH:33][C:34](=[O:36])[CH3:35])[O:29][C:28]2=[O:37])[CH:5]=[CH:6][C:7]=1[C:8]1[CH:13]=[CH:12][N:11]=[C:10]([O:14][C@@H:15]2[CH2:20][O:19][C:18]3=[N:21][C:22]([N+:24]([O-:26])=[O:25])=[CH:23][N:17]3[CH2:16]2)[CH:9]=1, predict the reactants needed to synthesize it. The reactants are: [F:1][C:2]1[CH:3]=[C:4]([N:27]2[CH2:31][CH:30]([CH2:32][NH:33][C:34](=[O:36])[CH3:35])[O:29][C:28]2=[O:37])[CH:5]=[CH:6][C:7]=1[C:8]1[CH:13]=[CH:12][N:11]=[C:10]([O:14][CH:15]2[CH2:20][O:19][C:18]3=[N:21][C:22]([N+:24]([O-:26])=[O:25])=[CH:23][N:17]3[CH2:16]2)[CH:9]=1.BrC1C=CN=C(OC2COC3=NC([N+]([O-])=O)=CN3C2)C=1. (3) Given the product [CH3:1][O:2][C:3]1[C:11]([N+:12]([O-:14])=[O:13])=[CH:10][CH:9]=[CH:8][C:4]=1[C:5]([N:19]1[CH2:20][CH2:21][N:16]([CH3:15])[CH2:17][CH2:18]1)=[O:7], predict the reactants needed to synthesize it. The reactants are: [CH3:1][O:2][C:3]1[C:11]([N+:12]([O-:14])=[O:13])=[CH:10][CH:9]=[CH:8][C:4]=1[C:5]([OH:7])=O.[CH3:15][N:16]1[CH2:21][CH2:20][NH:19][CH2:18][CH2:17]1.O.ON1C2C=CC=CC=2N=N1.C([O-])(O)=O.[Na+]. (4) The reactants are: N[C:2]1[N:7]=[CH:6][C:5]([CH2:8][OH:9])=[CH:4][N:3]=1.N([O-])=O.[Na+].C([O-])([O-])=O.[K+].[K+].[ClH:20]. Given the product [Cl:20][C:2]1[N:7]=[CH:6][C:5]([CH2:8][OH:9])=[CH:4][N:3]=1, predict the reactants needed to synthesize it. (5) Given the product [Cl:17][C:18]1[CH:19]=[CH:20][C:21]2[O:25][C:24]([CH2:26][CH:27]3[CH2:28][N:29]([CH3:33])[CH2:30][CH2:31][N:32]3[C:14]([C:9]3[N:10]=[C:11]([CH3:13])[S:12][C:8]=3[C:5]3[CH:6]=[CH:7][C:2]([F:1])=[CH:3][CH:4]=3)=[O:15])=[CH:23][C:22]=2[CH:34]=1, predict the reactants needed to synthesize it. The reactants are: [F:1][C:2]1[CH:7]=[CH:6][C:5]([C:8]2[S:12][C:11]([CH3:13])=[N:10][C:9]=2[C:14](Cl)=[O:15])=[CH:4][CH:3]=1.[Cl:17][C:18]1[CH:19]=[CH:20][C:21]2[O:25][C:24]([CH2:26][CH:27]3[NH:32][CH2:31][CH2:30][N:29]([CH3:33])[CH2:28]3)=[CH:23][C:22]=2[CH:34]=1. (6) Given the product [CH3:19][C:20]1[CH:25]=[CH:24][CH:23]=[CH:22][C:21]=1[O:26][C:27]1[CH:28]=[C:29]([CH2:30][NH:31][C:11](=[O:13])[C:10]2[CH:14]=[CH:15][C:16]([CH3:18])=[N:17][C:9]=2[NH2:8])[CH:32]=[CH:33][CH:34]=1, predict the reactants needed to synthesize it. The reactants are: C(N(CC)CC)C.[NH2:8][C:9]1[N:17]=[C:16]([CH3:18])[CH:15]=[CH:14][C:10]=1[C:11]([OH:13])=O.[CH3:19][C:20]1[CH:25]=[CH:24][CH:23]=[CH:22][C:21]=1[O:26][C:27]1[CH:28]=[C:29]([CH:32]=[CH:33][CH:34]=1)[CH2:30][NH2:31].CN([P+](ON1N=NC2C=CC=CC1=2)(N(C)C)N(C)C)C.F[P-](F)(F)(F)(F)F. (7) Given the product [NH2:8][CH:9]1[CH2:13][CH2:12][N:11]([S:14]([C:17]2[C:18]3[C:19]([Cl:28])=[CH:20][N:21]=[C:22]([NH2:27])[C:23]=3[CH:24]=[CH:25][CH:26]=2)(=[O:15])=[O:16])[CH2:10]1.[ClH:29], predict the reactants needed to synthesize it. The reactants are: C(OC([NH:8][CH:9]1[CH2:13][CH2:12][N:11]([S:14]([C:17]2[C:18]3[C:19]([Cl:28])=[CH:20][N:21]=[C:22]([NH2:27])[C:23]=3[CH:24]=[CH:25][CH:26]=2)(=[O:16])=[O:15])[CH2:10]1)=O)(C)(C)C.[ClH:29].CO.